From a dataset of Catalyst prediction with 721,799 reactions and 888 catalyst types from USPTO. Predict which catalyst facilitates the given reaction. (1) Product: [C:26]([O:25][C:23](=[O:24])[C:22]1[CH:21]=[CH:20][C:19]([N:18]2[C:10]([C:11]3[CH:16]=[CH:15][CH:14]=[CH:13][CH:12]=3)=[CH:9][CH:8]=[C:2]2[CH2:3][CH2:4][C:5]([OH:7])=[O:6])=[CH:31][CH:30]=1)([CH3:29])([CH3:27])[CH3:28]. Reactant: O=[C:2]([CH2:8][CH2:9][C:10](=O)[C:11]1[CH:16]=[CH:15][CH:14]=[CH:13][CH:12]=1)[CH2:3][CH2:4][C:5]([OH:7])=[O:6].[NH2:18][C:19]1[CH:31]=[CH:30][C:22]([C:23]([O:25][C:26]([CH3:29])([CH3:28])[CH3:27])=[O:24])=[CH:21][CH:20]=1. The catalyst class is: 15. (2) Product: [CH2:49]([O:51][C:28](=[O:29])/[C:27](/[CH3:42])=[CH:26]/[CH:25]1[CH2:24][CH:23]=[C:32]([C:18]#[C:17][C:9]2[CH:8]=[C:7]([O:19][CH3:20])[C:6]3[CH:5]([N:4]([CH:1]4[CH2:3][CH2:2]4)[CH3:21])[CH2:14][CH2:13][C:12]([CH3:15])([CH3:16])[C:11]=3[CH:10]=2)[CH:31]=[CH:30]1)[CH3:50]. The catalyst class is: 730. Reactant: [CH:1]1([N:4]([CH3:21])[CH:5]2[CH2:14][CH2:13][C:12]([CH3:16])([CH3:15])[C:11]3[CH:10]=[C:9]([C:17]#[CH:18])[CH:8]=[C:7]([O:19][CH3:20])[C:6]2=3)[CH2:3][CH2:2]1.Br[C:23]1[CH:24]=[C:25]2[C:30](=[C:31](CNC3CC3)[CH:32]=1)[O:29][C:28](C)(C)[CH2:27][C:26]2(C)C.[CH2:42](N(CC)CC)C.[C:49](OCC)(=[O:51])[CH3:50]. (3) Reactant: [C:1]1([C@:11]23[CH2:16][CH:15]2[CH2:14][O:13][C:12]3=[O:17])[C:10]2[C:5](=[CH:6][CH:7]=[CH:8][CH:9]=2)[CH:4]=[CH:3][CH:2]=1.ClCCl. Product: [C:1]1([C@:11]2([CH2:12][OH:17])[CH2:16][CH:15]2[CH2:14][OH:13])[C:10]2[C:5](=[CH:6][CH:7]=[CH:8][CH:9]=2)[CH:4]=[CH:3][CH:2]=1. The catalyst class is: 7. (4) Reactant: [C:9](O[C:9]([O:11][C:12]([CH3:15])([CH3:14])[CH3:13])=[O:10])([O:11][C:12]([CH3:15])([CH3:14])[CH3:13])=[O:10].[OH:16][CH2:17][CH:18]1[CH2:23][CH2:22][NH:21][CH2:20][CH2:19]1. Product: [C:12]([O:11][C:9]([N:21]1[CH2:22][CH2:23][CH:18]([CH2:17][OH:16])[CH2:19][CH2:20]1)=[O:10])([CH3:13])([CH3:14])[CH3:15]. The catalyst class is: 158. (5) Reactant: [OH-].[K+].[Br:3][C:4]1[CH:5]=[C:6]2[C:10](=[CH:11][CH:12]=1)[NH:9][CH:8]=[CH:7]2.[CH3:13][N:14]1[CH2:19][CH2:18][C:17](=O)[CH2:16][CH2:15]1. Product: [Br:3][C:4]1[CH:5]=[C:6]2[C:10](=[CH:11][CH:12]=1)[NH:9][CH:8]=[C:7]2[C:17]1[CH2:18][CH2:19][N:14]([CH3:13])[CH2:15][CH:16]=1. The catalyst class is: 5. (6) The catalyst class is: 2. Reactant: [CH3:1][CH:2]([S:4](Cl)(=[O:6])=[O:5])[CH3:3].[NH2:8][CH2:9][C:10]([C:13]1[CH:18]=[CH:17][C:16]([I:19])=[CH:15][CH:14]=1)([OH:12])[CH3:11].O. Product: [OH:12][C:10]([C:13]1[CH:14]=[CH:15][C:16]([I:19])=[CH:17][CH:18]=1)([CH3:11])[CH2:9][NH:8][S:4]([CH:2]([CH3:3])[CH3:1])(=[O:6])=[O:5]. (7) Reactant: [NH:1]1[CH2:7][C:5](=[O:6])[NH:4][C:2]1=[O:3].[CH:8]1([NH:11][C:12]2[N:17]3[N:18]=[CH:19][C:20]([CH:21]=O)=[C:16]3[N:15]=[C:14]([N:23]3[CH2:28][CH2:27][N:26]([C:29]4[N:36]=[CH:35][CH:34]=[CH:33][C:30]=4[C:31]#[N:32])[CH2:25][CH2:24]3)[C:13]=2[CH3:37])[CH2:10][CH2:9]1.N1CCCCC1. Product: [CH:8]1([NH:11][C:12]2[N:17]3[N:18]=[CH:19][C:20]([CH:21]=[C:7]4[C:5](=[O:6])[NH:4][C:2](=[O:3])[NH:1]4)=[C:16]3[N:15]=[C:14]([N:23]3[CH2:28][CH2:27][N:26]([C:29]4[N:36]=[CH:35][CH:34]=[CH:33][C:30]=4[C:31]#[N:32])[CH2:25][CH2:24]3)[C:13]=2[CH3:37])[CH2:9][CH2:10]1. The catalyst class is: 40. (8) Reactant: [C:1]1([N:7]2[C:11]3=[N:12][CH:13]=[CH:14][CH:15]=[C:10]3[N:9]=[C:8]2[C@@H:16]([NH2:19])[CH2:17][CH3:18])[CH:6]=[CH:5][CH:4]=[CH:3][CH:2]=1.Cl[C:21]1[N:29]=[CH:28][N:27]=[C:26]2[C:22]=1[N:23]=[CH:24][N:25]2C1CCCCO1.CCN(C(C)C)C(C)C. Product: [C:1]1([N:7]2[C:11]3=[N:12][CH:13]=[CH:14][CH:15]=[C:10]3[N:9]=[C:8]2[C@@H:16]([NH:19][C:21]2[N:29]=[CH:28][N:27]=[C:26]3[C:22]=2[N:23]=[CH:24][NH:25]3)[CH2:17][CH3:18])[CH:2]=[CH:3][CH:4]=[CH:5][CH:6]=1. The catalyst class is: 51.